This data is from Reaction yield outcomes from USPTO patents with 853,638 reactions. The task is: Predict the reaction yield, written as a fraction of the theoretical maximum amount of product (1.0 means a 100% yield; for example, 0.34 means a 34% yield). (1) The product is [CH:23]1[C:32]2[C:27](=[CH:28][CH:29]=[CH:30][CH:31]=2)[CH:26]=[CH:25][C:24]=1[S:33]([C:36]1(/[CH:39]=[CH:40]/[C:41]([NH:61][C@H:57]2[C:58]3[C:53](=[CH:52][C:51]([CH2:50][N:44]4[CH2:49][CH2:48][CH2:47][CH2:46][CH2:45]4)=[CH:60][CH:59]=3)[CH2:54][CH2:55][CH2:56]2)=[O:42])[CH2:38][CH2:37]1)(=[O:35])=[O:34]. The catalyst is CN(C=O)C.CCOC(C)=O.CO.CCOC(C)=O. The yield is 0.810. The reactants are Cl.CN(C)CCCN=C=NCC.ON1C2C=CC=CC=2N=N1.[CH:23]1[C:32]2[C:27](=[CH:28][CH:29]=[CH:30][CH:31]=2)[CH:26]=[CH:25][C:24]=1[S:33]([C:36]1(/[CH:39]=[CH:40]/[C:41](O)=[O:42])[CH2:38][CH2:37]1)(=[O:35])=[O:34].[N:44]1([CH2:50][C:51]2[CH:52]=[C:53]3[C:58](=[CH:59][CH:60]=2)[C@H:57]([NH2:61])[CH2:56][CH2:55][CH2:54]3)[CH2:49][CH2:48][CH2:47][CH2:46][CH2:45]1. (2) The reactants are [CH3:1][C:2]1([CH3:15])[CH2:11][CH2:10][C:9]([CH3:13])([CH3:12])[C:8]2[CH:7]=[C:6](O)[CH:5]=[CH:4][C:3]1=2.Cl[C:17]1[CH:22]=[CH:21][CH:20]=[CH:19][C:18]=1[N+:23]([O-:25])=[O:24].[OH-:26].[K+].Cl. The catalyst is ClCCl.O.CS(C)=O. The product is [CH3:1][C:2]1([CH3:15])[CH2:11][CH2:10][C:9]([CH3:13])([CH3:12])[C:8]2[CH:7]=[C:6]([C:18]3([N+:23]([O-:25])=[O:24])[CH:19]=[CH:20][CH:21]=[CH:22][CH:17]3[OH:26])[CH:5]=[CH:4][C:3]1=2. The yield is 0.670. (3) The reactants are [F:1][C:2]1[CH:7]=[C:6]([N+:8]([O-])=O)[CH:5]=[CH:4][C:3]=1[N:11]1[CH:15]=[N:14][C:13]([CH3:16])=[N:12]1.C(N(CC)CC)C.[H][H]. The catalyst is O1CCCC1.[Pd]. The product is [F:1][C:2]1[CH:7]=[C:6]([NH2:8])[CH:5]=[CH:4][C:3]=1[N:11]1[CH:15]=[N:14][C:13]([CH3:16])=[N:12]1. The yield is 0.730.